Dataset: Forward reaction prediction with 1.9M reactions from USPTO patents (1976-2016). Task: Predict the product of the given reaction. (1) Given the reactants C([CH:8]([O:12][C:13]1[CH:18]=[CH:17][C:16]([C:19]2[S:20][C:21]([NH:45]C(OC(C)(C)C)=O)=[C:22]([C:24]([N:26]3[CH2:31][CH2:30][CH:29]([N:32]4[CH2:44][CH2:43][CH2:42][C:34]5([C:38](=[O:39])[O:37][C:36]([CH3:41])([CH3:40])[CH2:35]5)[CH2:33]4)[CH2:28][CH2:27]3)=[O:25])[CH:23]=2)=[CH:15][CH:14]=1)[C:9]([O-:11])=[O:10])C1C=CC=CC=1.C(=O)([O-])O.[Na+], predict the reaction product. The product is: [NH2:45][C:21]1[S:20][C:19]([C:16]2[CH:15]=[CH:14][C:13]([O:12][CH2:8][C:9]([O:11][CH2:19][C:16]3[CH:17]=[CH:18][CH:13]=[CH:14][CH:15]=3)=[O:10])=[CH:18][CH:17]=2)=[CH:23][C:22]=1[C:24]([N:26]1[CH2:31][CH2:30][CH:29]([N:32]2[CH2:44][CH2:43][CH2:42][C:34]3([C:38](=[O:39])[O:37][C:36]([CH3:40])([CH3:41])[CH2:35]3)[CH2:33]2)[CH2:28][CH2:27]1)=[O:25]. (2) The product is: [Cl:1][C:2]1[C:7]([CH3:8])=[C:6]([B:9]2[O:13][C:12]([CH3:14])([CH3:15])[C:11]([CH3:17])([CH3:16])[O:10]2)[CH:5]=[CH:4][C:3]=1[O:18][CH2:27][CH2:26][N:23]1[CH2:24][CH2:25][N:20]([CH3:19])[CH2:21][CH2:22]1. Given the reactants [Cl:1][C:2]1[C:7]([CH3:8])=[C:6]([B:9]2[O:13][C:12]([CH3:15])([CH3:14])[C:11]([CH3:17])([CH3:16])[O:10]2)[CH:5]=[CH:4][C:3]=1[OH:18].[CH3:19][N:20]1[CH2:25][CH2:24][N:23]([CH2:26][CH2:27]O)[CH2:22][CH2:21]1.C1C=CC(P(C2C=CC=CC=2)C2C=CC=CC=2)=CC=1.N(C(OCC)=O)=NC(OCC)=O, predict the reaction product. (3) The product is: [NH2:43][C:40]1[CH:41]=[CH:42][C:37]([C:36]([N:17]2[CH2:18][C@H:19]([NH:22][C:23](=[O:35])[C@@H:24]([N:26]([CH3:34])[C:27](=[O:33])[O:28][C:29]([CH3:30])([CH3:32])[CH3:31])[CH3:25])[C:20](=[O:21])[N:14]([CH2:13][C:4]3[C:5]4[C:10](=[CH:9][CH:8]=[CH:7][CH:6]=4)[CH:11]=[CH:12][C:3]=3[O:2][CH3:1])[C:15]3[CH:50]=[CH:49][CH:48]=[CH:47][C:16]2=3)=[O:46])=[CH:38][CH:39]=1. Given the reactants [CH3:1][O:2][C:3]1[CH:12]=[CH:11][C:10]2[C:5](=[CH:6][CH:7]=[CH:8][CH:9]=2)[C:4]=1[CH2:13][N:14]1[C:20](=[O:21])[C@@H:19]([NH:22][C:23](=[O:35])[C@@H:24]([N:26]([CH3:34])[C:27](=[O:33])[O:28][C:29]([CH3:32])([CH3:31])[CH3:30])[CH3:25])[CH2:18][N:17]([C:36](=[O:46])[C:37]2[CH:42]=[CH:41][C:40]([N+:43]([O-])=O)=[CH:39][CH:38]=2)[C:16]2[CH:47]=[CH:48][CH:49]=[CH:50][C:15]1=2.O.O.[Sn](Cl)Cl, predict the reaction product.